This data is from Forward reaction prediction with 1.9M reactions from USPTO patents (1976-2016). The task is: Predict the product of the given reaction. (1) Given the reactants O=[C:2]([C:6]1[CH:7]=[N:8][CH:9]=[CH:10][CH:11]=1)[CH2:3][C:4]#[N:5].[CH3:12][NH:13][NH2:14], predict the reaction product. The product is: [CH3:12][N:13]1[C:2]([C:6]2[CH:7]=[N:8][CH:9]=[CH:10][CH:11]=2)=[CH:3][C:4]([NH2:5])=[N:14]1. (2) Given the reactants [C:1]([C:3]1([C:6]2[CH:7]=[C:8]([CH:43]=[CH:44][CH:45]=2)[C:9]([NH:11][C:12]2[CH:13]=[C:14]([CH:40]=[CH:41][CH:42]=2)[O:15][C:16]2[CH:17]=[CH:18][C:19]3[N:20]([CH:22]=[C:23]([NH:25][C:26]([CH:28]4[CH2:32][CH2:31][N:30](C(OC(C)(C)C)=O)[CH2:29]4)=[O:27])[N:24]=3)[N:21]=2)=[O:10])[CH2:5][CH2:4]1)#[N:2].FC(F)(F)C(O)=O.C(=O)([O-])O.[Na+], predict the reaction product. The product is: [C:1]([C:3]1([C:6]2[CH:7]=[C:8]([CH:43]=[CH:44][CH:45]=2)[C:9]([NH:11][C:12]2[CH:13]=[C:14]([CH:40]=[CH:41][CH:42]=2)[O:15][C:16]2[CH:17]=[CH:18][C:19]3[N:20]([CH:22]=[C:23]([NH:25][C:26]([CH:28]4[CH2:32][CH2:31][NH:30][CH2:29]4)=[O:27])[N:24]=3)[N:21]=2)=[O:10])[CH2:4][CH2:5]1)#[N:2]. (3) Given the reactants [Cl:1][C:2]1[CH:7]=[CH:6][C:5]([NH:8]C(=O)OC(C)(C)C)=[CH:4][C:3]=1[NH:16][C:17]([NH:19][C:20]1[CH:25]=[CH:24][CH:23]=[CH:22][CH:21]=1)=[O:18].NC1C=C(NC(=O)OC(C)(C)C)C=CC=1Cl.C1(N=C=O)C=CC=CC=1, predict the reaction product. The product is: [NH2:8][C:5]1[CH:6]=[CH:7][C:2]([Cl:1])=[C:3]([NH:16][C:17]([NH:19][C:20]2[CH:25]=[CH:24][CH:23]=[CH:22][CH:21]=2)=[O:18])[CH:4]=1. (4) Given the reactants [Br:1][C:2]1[C:3](F)=[C:4]2[C:10]([NH:11][C:12](=[O:16])[C@@H:13]([OH:15])[CH3:14])=[CH:9][NH:8][C:5]2=[N:6][CH:7]=1.[NH:18]1[CH2:22][CH2:21][C@@H:20]([NH:23][C:24](=[O:30])[O:25][C:26]([CH3:29])([CH3:28])[CH3:27])[CH2:19]1.CCN(C(C)C)C(C)C.CC#N.O, predict the reaction product. The product is: [Br:1][C:2]1[C:3]([N:18]2[CH2:22][CH2:21][C@@H:20]([NH:23][C:24](=[O:30])[O:25][C:26]([CH3:28])([CH3:27])[CH3:29])[CH2:19]2)=[C:4]2[C:10]([NH:11][C:12](=[O:16])[C@@H:13]([OH:15])[CH3:14])=[CH:9][NH:8][C:5]2=[N:6][CH:7]=1. (5) Given the reactants [Cl:1][C:2]1[CH:7]=[CH:6][N:5]=[C:4]([CH:8]([NH:10][C:11]2[O:12][C:13]3[C:19]([O:20][CH3:21])=[CH:18][C:17]([C:22]([OH:24])=O)=[CH:16][C:14]=3[N:15]=2)[CH3:9])[CH:3]=1.[CH2:25]([O:27][C@H:28]1[CH2:32][NH:31][CH:30]([CH2:33][OH:34])[CH2:29]1)[CH3:26].C(N(CC)C(C)C)(C)C.CN(C(ON1N=NC2C=CC=NC1=2)=[N+](C)C)C.F[P-](F)(F)(F)(F)F, predict the reaction product. The product is: [Cl:1][C:2]1[CH:7]=[CH:6][N:5]=[C:4]([CH:8]([NH:10][C:11]2[O:12][C:13]3[C:19]([O:20][CH3:21])=[CH:18][C:17]([C:22]([N:31]4[CH2:32][C@H:28]([O:27][CH2:25][CH3:26])[CH2:29][CH:30]4[CH2:33][OH:34])=[O:24])=[CH:16][C:14]=3[N:15]=2)[CH3:9])[CH:3]=1. (6) Given the reactants [CH:1]([C:3]1[CH:4]=[C:5]([C:15]([O:17][CH3:18])=[O:16])[C:6]([C:9]2[CH:14]=[CH:13][CH:12]=[CH:11][CH:10]=2)=[CH:7][CH:8]=1)=O.C([O-])(=O)C.[Na+].[NH2:24]O.[C:26](O[C:26]([O:28][C:29]([CH3:32])([CH3:31])[CH3:30])=[O:27])([O:28][C:29]([CH3:32])([CH3:31])[CH3:30])=[O:27], predict the reaction product. The product is: [CH3:18][O:17][C:15]([C:5]1[CH:4]=[C:3]([CH2:1][NH:24][C:26](=[O:27])[O:28][C:29]([CH3:32])([CH3:31])[CH3:30])[CH:8]=[CH:7][C:6]=1[C:9]1[CH:14]=[CH:13][CH:12]=[CH:11][CH:10]=1)=[O:16].